Dataset: Full USPTO retrosynthesis dataset with 1.9M reactions from patents (1976-2016). Task: Predict the reactants needed to synthesize the given product. (1) Given the product [CH2:36]([O:35][C:32]1[CH:33]=[CH:34][N:29]([C:21]2[CH:20]=[C:19]3[C:24]([C:25]4[CH2:26][CH2:27][CH2:28][NH:15][CH2:16][C:17]=4[N:18]3[CH3:44])=[CH:23][CH:22]=2)[C:30](=[O:43])[CH:31]=1)[C:37]1[CH:38]=[CH:39][CH:40]=[CH:41][CH:42]=1, predict the reactants needed to synthesize it. The reactants are: FC(F)(F)C(O)=O.C(OC([N:15]1[CH2:28][CH2:27][CH2:26][C:25]2[C:24]3[C:19](=[CH:20][C:21]([N:29]4[CH:34]=[CH:33][C:32]([O:35][CH2:36][C:37]5[CH:42]=[CH:41][CH:40]=[CH:39][CH:38]=5)=[CH:31][C:30]4=[O:43])=[CH:22][CH:23]=3)[N:18]([CH3:44])[C:17]=2[CH2:16]1)=O)(C)(C)C. (2) Given the product [NH2:28][C:2]1[C:3]([N+:24]([O-:26])=[O:25])=[C:4]2[C:9](=[C:10]([CH3:13])[C:11]=1[F:12])[N:8]([C@@H:14]1[CH2:16][C@@H:15]1[F:17])[CH:7]=[C:6]([C:18]([O:20][CH2:21][CH3:22])=[O:19])[C:5]2=[O:23], predict the reactants needed to synthesize it. The reactants are: F[C:2]1[C:3]([N+:24]([O-:26])=[O:25])=[C:4]2[C:9](=[C:10]([CH3:13])[C:11]=1[F:12])[N:8]([C@@H:14]1[CH2:16][C@@H:15]1[F:17])[CH:7]=[C:6]([C:18]([O:20][CH2:21][CH3:22])=[O:19])[C:5]2=[O:23].O.[NH3:28]. (3) Given the product [C:22]1([CH2:23][C:24]([O:16][CH2:15][CH:14]=[C:8]([CH3:13])[CH3:9])=[O:25])[CH:26]=[CH:7][CH:6]=[CH:19][CH:21]=1, predict the reactants needed to synthesize it. The reactants are: C(N([CH2:6][CH3:7])CC)C.[C:8]1([CH2:14][C:15](Cl)=[O:16])[CH:13]=CC=C[CH:9]=1.Cl[CH2:19]Cl.[CH3:21][C:22]([CH3:26])=[CH:23][CH2:24][OH:25].